From a dataset of Forward reaction prediction with 1.9M reactions from USPTO patents (1976-2016). Predict the product of the given reaction. (1) Given the reactants [CH2:1]([N:3]1[CH:7]=[C:6]([C:8]2[N:9]=[C:10]3[C:15]([NH:16][C@H:17]4[C@@H:21]([CH3:22])[CH2:20][NH:19][CH2:18]4)=[C:14]([C:23]([NH2:25])=[O:24])[CH:13]=[N:12][N:11]3[CH:26]=2)[CH:5]=[N:4]1)[CH3:2].C(O)(C(F)(F)F)=O.Br[C:35]1[CH:42]=[CH:41][C:38]([C:39]#[N:40])=[CH:37][N:36]=1.CCN(C(C)C)C(C)C, predict the reaction product. The product is: [C:39]([C:38]1[CH:41]=[CH:42][C:35]([N:19]2[CH2:20][C@H:21]([CH3:22])[C@H:17]([NH:16][C:15]3[C:10]4[N:11]([CH:26]=[C:8]([C:6]5[CH:5]=[N:4][N:3]([CH2:1][CH3:2])[CH:7]=5)[N:9]=4)[N:12]=[CH:13][C:14]=3[C:23]([NH2:25])=[O:24])[CH2:18]2)=[N:36][CH:37]=1)#[N:40]. (2) The product is: [F:15][CH:16]([F:43])[C:17]([NH:19][C@H:23]([CH2:24][F:25])[C@H:22]([OH:21])[C:26]1[CH:27]=[CH:28][C:29]([C:2]2[CH:7]=[N:6][C:5]([CH:8]([NH:13][CH3:14])[C:9]([F:12])([F:11])[F:10])=[CH:4][CH:3]=2)=[CH:30][CH:31]=1)=[O:18]. Given the reactants Br[C:2]1[CH:3]=[CH:4][C:5]([CH:8]([NH:13][CH3:14])[C:9]([F:12])([F:11])[F:10])=[N:6][CH:7]=1.[F:15][CH:16]([F:43])[C:17]([N:19]1[C@H:23]([CH2:24][F:25])[C@@H:22]([C:26]2[CH:31]=[CH:30][C:29](B3OC(C)(C)C(C)(C)O3)=[CH:28][CH:27]=2)[O:21]C1(C)C)=[O:18].C([O-])([O-])=O.[Na+].[Na+], predict the reaction product. (3) Given the reactants Cl.[CH3:2][O:3][C:4]([C:6]1[N:14]=[C:13]2[C:9]([N:10]=[CH:11][NH:12]2)=[C:8]([NH:15][CH2:16][CH:17]([C:24]2[CH:29]=[CH:28][CH:27]=[CH:26][CH:25]=2)[C:18]2[CH:23]=[CH:22][CH:21]=[CH:20][CH:19]=2)[N:7]=1)=[O:5].C/C(/O[Si](C)(C)C)=N\[Si](C)(C)C, predict the reaction product. The product is: [CH3:2][O:3][C:4]([C:6]1[N:14]=[C:13]2[C:9]([N:10]=[CH:11][NH:12]2)=[C:8]([NH:15][CH2:16][CH:17]([C:24]2[CH:29]=[CH:28][CH:27]=[CH:26][CH:25]=2)[C:18]2[CH:19]=[CH:20][CH:21]=[CH:22][CH:23]=2)[N:7]=1)=[O:5]. (4) The product is: [CH2:1]([O:8][C:9]1[CH:10]=[CH:11][C:12]([CH2:15][CH2:16][NH2:17])=[CH:13][CH:14]=1)[C:2]1[CH:3]=[CH:4][CH:5]=[CH:6][CH:7]=1. Given the reactants [CH2:1]([O:8][C:9]1[CH:14]=[CH:13][C:12](/[CH:15]=[CH:16]/[N+:17]([O-])=O)=[CH:11][CH:10]=1)[C:2]1[CH:7]=[CH:6][CH:5]=[CH:4][CH:3]=1.[H-].[H-].[H-].[H-].[Li+].[Al+3], predict the reaction product. (5) Given the reactants [Cl:1][C:2]1[CH:3]=[C:4]([CH:6]=[C:7]([Cl:10])[C:8]=1[Cl:9])[NH2:5].Cl.[N:12]([O-])=O.[Na+].[O:16]=[C:17]1[CH2:22][CH2:21][CH2:20][CH2:19][CH:18]1C(O)=O, predict the reaction product. The product is: [Cl:1][C:2]1[CH:3]=[C:4]([NH:5][N:12]=[C:18]2[CH2:19][CH2:20][CH2:21][CH2:22][C:17]2=[O:16])[CH:6]=[C:7]([Cl:10])[C:8]=1[Cl:9].